Dataset: CYP2C9 inhibition data for predicting drug metabolism from PubChem BioAssay. Task: Regression/Classification. Given a drug SMILES string, predict its absorption, distribution, metabolism, or excretion properties. Task type varies by dataset: regression for continuous measurements (e.g., permeability, clearance, half-life) or binary classification for categorical outcomes (e.g., BBB penetration, CYP inhibition). Dataset: cyp2c9_veith. (1) The compound is CCCCN(CCCC)CCCOC(=O)c1ccc(N)cc1. The result is 0 (non-inhibitor). (2) The molecule is O=C(CCCCn1c(=S)[nH]c2ccsc2c1=O)NCc1ccco1. The result is 1 (inhibitor). (3) The drug is CO[C@@H]1COC(=O)C/C=C\[C@H](C)[C@@H](OC)COC(=O)[C@@H](C)NC(=O)C/C=C\[C@H]1C. The result is 0 (non-inhibitor).